Predict the reactants needed to synthesize the given product. From a dataset of Full USPTO retrosynthesis dataset with 1.9M reactions from patents (1976-2016). (1) Given the product [CH2:12]([O:11][C:4](=[C:15]([C:14]#[N:18])[C:16]#[N:17])[CH2:5][CH2:6][CH3:7])[CH3:13], predict the reactants needed to synthesize it. The reactants are: C(O[C:4]([O:11][CH2:12][CH3:13])(OCC)[CH2:5][CH2:6][CH3:7])C.[C:14](#[N:18])[CH2:15][C:16]#[N:17].C(O)C. (2) Given the product [NH2:1][C@H:2]1[C:7]([F:8])([F:9])[CH2:6][CH2:5][CH2:4][C@H:3]1[NH:10][C:11]1[N:12]=[C:13]([NH:19][C:20]2[CH:25]=[CH:24][C:23]([C:26]3[CH:27]=[CH:28][N:29]=[CH:30][CH:31]=3)=[CH:22][CH:21]=2)[C:14]([C:17]([NH2:18])=[O:38])=[N:15][CH:16]=1, predict the reactants needed to synthesize it. The reactants are: [NH2:1][C@H:2]1[C:7]([F:9])([F:8])[CH2:6][CH2:5][CH2:4][C@H:3]1[NH:10][C:11]1[N:12]=[C:13]([NH:19][C:20]2[CH:25]=[CH:24][C:23]([C:26]3[CH:31]=[CH:30][N:29]=[CH:28][CH:27]=3)=[CH:22][CH:21]=2)[C:14]([C:17]#[N:18])=[N:15][CH:16]=1.[OH-].[Na+].OO.CC(O)=[O:38]. (3) Given the product [CH2:23]([O:22][C@@H:5]([CH2:6][C:7]1[CH:8]=[CH:9][C:10]([O:13][CH2:14][C:15]2[S:16][C:17]([C:38]3[CH:39]=[CH:40][C:35]([S:32]([N:29]4[CH2:28][CH2:27][O:26][CH2:31][CH2:30]4)(=[O:33])=[O:34])=[CH:36][CH:37]=3)=[CH:18][C:19]=2[CH3:20])=[CH:11][CH:12]=1)[C:4]([OH:3])=[O:25])[CH3:24], predict the reactants needed to synthesize it. The reactants are: C([O:3][C:4](=[O:25])[C@@H:5]([O:22][CH2:23][CH3:24])[CH2:6][C:7]1[CH:12]=[CH:11][C:10]([O:13][CH2:14][C:15]2[S:16][C:17](Br)=[CH:18][C:19]=2[CH3:20])=[CH:9][CH:8]=1)C.[O:26]1[CH2:31][CH2:30][N:29]([S:32]([C:35]2[CH:40]=[CH:39][C:38](B(O)O)=[CH:37][CH:36]=2)(=[O:34])=[O:33])[CH2:28][CH2:27]1.